Dataset: Catalyst prediction with 721,799 reactions and 888 catalyst types from USPTO. Task: Predict which catalyst facilitates the given reaction. (1) Reactant: [C:1]([C:4]1[S:12][C:11]2[CH:10]=[N:9][C:8]([NH:13][C:14]3[N:18]([CH:19]([CH3:21])[CH3:20])[N:17]=[C:16]([CH:22]4[CH2:27][CH2:26][N:25](C(OC(C)(C)C)=O)[CH2:24][CH2:23]4)[CH:15]=3)=[N:7][C:6]=2[C:5]=1[C:35]1[CH:40]=[CH:39][CH:38]=[CH:37][C:36]=1[O:41][CH3:42])(=[O:3])[NH2:2].[ClH:43]. Product: [ClH:43].[CH3:42][O:41][C:36]1[CH:37]=[CH:38][CH:39]=[CH:40][C:35]=1[C:5]1[C:6]2[N:7]=[C:8]([NH:13][C:14]3[N:18]([CH:19]([CH3:21])[CH3:20])[N:17]=[C:16]([CH:22]4[CH2:27][CH2:26][NH:25][CH2:24][CH2:23]4)[CH:15]=3)[N:9]=[CH:10][C:11]=2[S:12][C:4]=1[C:1]([NH2:2])=[O:3]. The catalyst class is: 12. (2) Reactant: [CH3:1][O:2][C:3]1[CH:12]=[CH:11][C:6]([C:7]([O:9][CH3:10])=[O:8])=[CH:5][CH:4]=1.[CH3:13][O:14][C:15]1[CH:22]=[CH:21][C:18](C=O)=[CH:17][CH:16]=1.[OH:23]OS([O-])=O.[K+].CCOC(C)=O. Product: [CH3:1][O:2][C:3]1[CH:12]=[CH:11][C:6]([C:7]([O:9][CH3:10])=[O:8])=[CH:5][CH:4]=1.[CH3:13][O:14][C:15]1[CH:22]=[CH:21][C:18]([OH:23])=[CH:17][CH:16]=1. The catalyst class is: 5.